This data is from Reaction yield outcomes from USPTO patents with 853,638 reactions. The task is: Predict the reaction yield, written as a fraction of the theoretical maximum amount of product (1.0 means a 100% yield; for example, 0.34 means a 34% yield). The reactants are Cl.[C:2]1([C:8]2[CH:9]=[C:10]3[C:14](=[C:15]([C:17]([NH2:19])=[O:18])[CH:16]=2)[NH:13][N:12]=[C:11]3[CH:20]2[CH2:25][CH2:24][NH:23][CH2:22][CH2:21]2)[CH:7]=[CH:6][CH:5]=[CH:4][CH:3]=1.C(N(C(C)C)CC)(C)C.[C:35]([C:37]1[CH:42]=[CH:41][C:40]([S:43](Cl)(=[O:45])=[O:44])=[CH:39][CH:38]=1)#[N:36]. The catalyst is CN(C1C=CN=CC=1)C. The product is [C:35]([C:37]1[CH:38]=[CH:39][C:40]([S:43]([N:23]2[CH2:24][CH2:25][CH:20]([C:11]3[C:10]4[C:14](=[C:15]([C:17]([NH2:19])=[O:18])[CH:16]=[C:8]([C:2]5[CH:3]=[CH:4][CH:5]=[CH:6][CH:7]=5)[CH:9]=4)[NH:13][N:12]=3)[CH2:21][CH2:22]2)(=[O:45])=[O:44])=[CH:41][CH:42]=1)#[N:36]. The yield is 0.410.